From a dataset of Forward reaction prediction with 1.9M reactions from USPTO patents (1976-2016). Predict the product of the given reaction. (1) The product is: [C:7]1([C:13]2([CH2:19][C:20]([NH2:1])=[NH:21])[CH2:18][CH2:17][CH2:16][CH2:15][CH2:14]2)[CH:12]=[CH:11][CH:10]=[CH:9][CH:8]=1. Given the reactants [NH4+:1].[Cl-].C[Al](C)C.[C:7]1([C:13]2([CH2:19][C:20]#[N:21])[CH2:18][CH2:17][CH2:16][CH2:15][CH2:14]2)[CH:12]=[CH:11][CH:10]=[CH:9][CH:8]=1, predict the reaction product. (2) Given the reactants Cl.[CH2:2]([N:4]([CH:40]1[CH2:45][CH2:44][O:43][CH2:42][CH2:41]1)[C:5]1[C:6]([CH3:39])=[C:7]([CH:24]=[C:25]([C:27]2[CH:28]=[N:29][C:30]([N:33]3[CH2:38][CH2:37][NH:36][CH2:35][CH2:34]3)=[CH:31][CH:32]=2)[CH:26]=1)[C:8]([NH:10][CH2:11][C:12]1[C:13](=[O:23])[NH:14][C:15]([CH3:22])=[C:16]([F:21])[C:17]=1[CH:18]([CH3:20])[CH3:19])=[O:9])[CH3:3].C=[O:47].O.[C:49]([BH3-])#N.[Na+], predict the reaction product. The product is: [CH:44]([OH:43])=[O:47].[CH2:2]([N:4]([CH:40]1[CH2:45][CH2:44][O:43][CH2:42][CH2:41]1)[C:5]1[C:6]([CH3:39])=[C:7]([CH:24]=[C:25]([C:27]2[CH:28]=[N:29][C:30]([N:33]3[CH2:38][CH2:37][N:36]([CH3:49])[CH2:35][CH2:34]3)=[CH:31][CH:32]=2)[CH:26]=1)[C:8]([NH:10][CH2:11][C:12]1[C:13](=[O:23])[NH:14][C:15]([CH3:22])=[C:16]([F:21])[C:17]=1[CH:18]([CH3:20])[CH3:19])=[O:9])[CH3:3]. (3) Given the reactants [CH3:1][O:2][CH2:3][C:4]([CH3:11])([CH3:10])[C:5](=[O:9])[CH2:6][C:7]#[N:8].[OH-].[Na+].S(O)(O)(=O)=O.O[NH2:20].Cl, predict the reaction product. The product is: [CH3:1][O:2][CH2:3][C:4]([C:5]1[O:9][N:8]=[C:7]([NH2:20])[CH:6]=1)([CH3:11])[CH3:10]. (4) Given the reactants O1CCCC1.[CH3:6][C:7]1[CH:12]=[CH:11][CH:10]=[C:9]([CH3:13])[C:8]=1[CH2:14][S:15]([OH:18])(=O)=[O:16].C(Cl)(=O)C([Cl:22])=O, predict the reaction product. The product is: [CH3:6][C:7]1[CH:12]=[CH:11][CH:10]=[C:9]([CH3:13])[C:8]=1[CH2:14][S:15]([Cl:22])(=[O:18])=[O:16]. (5) The product is: [Si:5]([O:9][C@H:10]([CH3:17])[CH2:11][C:12]([O:14][CH2:15][CH3:16])=[O:13])([C:1]([CH3:4])([CH3:3])[CH3:2])([CH3:7])[CH3:6]. Given the reactants [C:1]([Si:5](Cl)([CH3:7])[CH3:6])([CH3:4])([CH3:3])[CH3:2].[OH:9][C@H:10]([CH3:17])[CH2:11][C:12]([O:14][CH2:15][CH3:16])=[O:13].N1C=CN=C1, predict the reaction product. (6) Given the reactants FC1C=CC(C(O)=O)=CC=1[NH:11][C:12]([C:14]1[N:18]2[CH:19]=[CH:20][C:21]([CH3:23])=[CH:22][C:17]2=[N:16][CH:15]=1)=[O:13].CN(C(ON1N=N[C:34]2[CH:35]=CC=N[C:33]1=2)=[N+](C)C)C.[F:41][P-](F)(F)(F)(F)F.[NH2:48][C@@H:49]([CH2:58][O:59][CH3:60])[C@H:50]([C:52]1[CH:57]=[CH:56][CH:55]=[CH:54][CH:53]=1)[OH:51].C(N([CH:67]([CH3:69])[CH3:68])CC)(C)C.CN([CH:73]=[O:74])C, predict the reaction product. The product is: [F:41][C:68]1[CH:67]=[CH:69][C:35]([C:73](=[O:74])[NH:48][C@@H:49]([CH2:58][O:59][CH3:60])[C@@H:50]([OH:51])[C:52]2[CH:53]=[CH:54][CH:55]=[CH:56][CH:57]=2)=[CH:34][C:33]=1[C:15]1[N:16]=[C:17]2[CH:22]=[C:21]([CH3:23])[CH:20]=[CH:19][N:18]2[C:14]=1[C:12]([NH2:11])=[O:13]. (7) Given the reactants Cl[C:2]1[N:7]=[C:6]([NH:8][C:9]2[CH:14]=[CH:13][C:12]3[O:15][CH2:16][CH2:17][O:18][C:11]=3[CH:10]=2)[C:5]([F:19])=[CH:4][N:3]=1.[CH3:20][O:21][C:22]1[CH:27]=[CH:26][C:25]([O:28][CH2:29][CH2:30][NH2:31])=[CH:24][CH:23]=1, predict the reaction product. The product is: [CH2:17]1[CH2:16][O:15][C:12]2[CH:13]=[CH:14][C:9]([NH:8][C:6]3[C:5]([F:19])=[CH:4][N:3]=[C:2]([NH:31][CH2:30][CH2:29][O:28][C:25]4[CH:26]=[CH:27][C:22]([O:21][CH3:20])=[CH:23][CH:24]=4)[N:7]=3)=[CH:10][C:11]=2[O:18]1. (8) Given the reactants [F:1][C:2]1([F:38])[CH2:7][CH2:6][N:5](C(OC(C)(C)C)=O)[CH2:4][CH:3]1[CH2:15][NH:16][C:17]1[C:26]2[C:21](=[N:22][CH:23]=[CH:24][N:25]=2)[CH:20]=[C:19]([C:27]2[CH:32]=[CH:31][C:30]([N:33]([CH2:35][CH2:36][OH:37])[CH3:34])=[CH:29][CH:28]=2)[N:18]=1.Cl.CC(=O)OCC, predict the reaction product. The product is: [F:38][C:2]1([F:1])[CH2:7][CH2:6][NH:5][CH2:4][CH:3]1[CH2:15][NH:16][C:17]1[C:26]2[C:21](=[N:22][CH:23]=[CH:24][N:25]=2)[CH:20]=[C:19]([C:27]2[CH:32]=[CH:31][C:30]([N:33]([CH3:34])[CH2:35][CH2:36][OH:37])=[CH:29][CH:28]=2)[N:18]=1. (9) Given the reactants C([Li])(C)(C)C.Br[C:7]1[C:15]([O:16][CH3:17])=[C:14]([O:18][CH3:19])[C:13]([O:20][CH3:21])=[CH:12][C:8]=1[C:9]([OH:11])=[O:10].Cl[C:23]([O:25][CH2:26][C:27]1[CH:32]=[CH:31][CH:30]=[CH:29][CH:28]=1)=[O:24].Cl, predict the reaction product. The product is: [C:23]([C:7]1[C:15]([O:16][CH3:17])=[C:14]([O:18][CH3:19])[C:13]([O:20][CH3:21])=[CH:12][C:8]=1[C:9]([OH:11])=[O:10])([O:25][CH2:26][C:27]1[CH:32]=[CH:31][CH:30]=[CH:29][CH:28]=1)=[O:24]. (10) The product is: [C:1]([O:18][CH2:19][C@@H:20]([C@@H:21]1[C:22]([OH:28])=[C:23]([O:27][C:40](=[O:41])[N:39]([CH2:43][CH3:44])[CH2:37][CH3:38])[C:24](=[O:25])[O:26]1)[OH:29])(=[O:17])[CH2:2][CH2:3][CH2:4][CH2:5][CH2:6][CH2:7][CH2:8][CH2:9][CH2:10][CH2:11][CH2:12][CH2:13][CH2:14][CH2:15][CH3:16]. Given the reactants [C:1]([O:18][CH2:19][C@H:20]([OH:29])[C@H:21]1[O:26][C:24](=[O:25])[C:23]([OH:27])=[C:22]1[OH:28])(=[O:17])[CH2:2][CH2:3][CH2:4][CH2:5][CH2:6][CH2:7][CH2:8][CH2:9][CH2:10][CH2:11][CH2:12][CH2:13][CH2:14][CH2:15][CH3:16].C1(C)C=CC=CC=1.[CH2:37]([N:39]([CH2:43][CH3:44])[C:40](Cl)=[O:41])[CH3:38], predict the reaction product.